This data is from Peptide-MHC class II binding affinity with 134,281 pairs from IEDB. The task is: Regression. Given a peptide amino acid sequence and an MHC pseudo amino acid sequence, predict their binding affinity value. This is MHC class II binding data. (1) The binding affinity (normalized) is 0.564. The MHC is DRB1_0101 with pseudo-sequence DRB1_0101. The peptide sequence is ISSMVEAMVSRARID. (2) The peptide sequence is LKGVMCRPLASTPQV. The MHC is DRB1_0101 with pseudo-sequence DRB1_0101. The binding affinity (normalized) is 0.819. (3) The peptide sequence is RQDSSSTGWNETIVE. The MHC is DRB5_0101 with pseudo-sequence DRB5_0101. The binding affinity (normalized) is 0.162. (4) The peptide sequence is STWYGKPTAAGPKDN. The MHC is HLA-DPA10103-DPB10201 with pseudo-sequence HLA-DPA10103-DPB10201. The binding affinity (normalized) is 0. (5) The peptide sequence is TALTGAMRVTKDTND. The MHC is DRB1_0901 with pseudo-sequence DRB1_0901. The binding affinity (normalized) is 0.412. (6) The peptide sequence is KVGEVCSFYADPKRY. The MHC is DRB1_0802 with pseudo-sequence DRB1_0802. The binding affinity (normalized) is 0.175. (7) The peptide sequence is KSRFFIWSQEVPLLT. The MHC is H-2-IAb with pseudo-sequence H-2-IAb. The binding affinity (normalized) is 0.349. (8) The peptide sequence is PVNEALAAAGLVGVL. The MHC is HLA-DQA10501-DQB10402 with pseudo-sequence HLA-DQA10501-DQB10402. The binding affinity (normalized) is 0.505. (9) The peptide sequence is AKNMKNLVWNDELAY. The MHC is HLA-DQA10501-DQB10301 with pseudo-sequence HLA-DQA10501-DQB10301. The binding affinity (normalized) is 0.287. (10) The peptide sequence is EKKYFAATQFELLAA. The MHC is DRB1_1001 with pseudo-sequence DRB1_1001. The binding affinity (normalized) is 0.822.